Dataset: Full USPTO retrosynthesis dataset with 1.9M reactions from patents (1976-2016). Task: Predict the reactants needed to synthesize the given product. Given the product [C:42]12([C:52]([O:13][C:3]([C:2]([F:1])([F:14])[F:15])([C:9]([F:12])([F:10])[F:11])[CH2:4][S:5]([O-:8])(=[O:7])=[O:6])=[O:53])[CH2:49][CH:48]3[CH2:47][CH:46]([CH2:45][CH:44]([CH2:50]3)[CH2:43]1)[CH2:51]2.[C:29]1([S+:22]([C:16]2[CH:17]=[CH:18][CH:19]=[CH:20][CH:21]=2)[C:23]2[CH:28]=[CH:27][CH:26]=[CH:25][CH:24]=2)[CH:30]=[CH:31][CH:32]=[CH:33][CH:34]=1, predict the reactants needed to synthesize it. The reactants are: [F:1][C:2]([F:15])([F:14])[C:3]([OH:13])([C:9]([F:12])([F:11])[F:10])[CH2:4][S:5]([O-:8])(=[O:7])=[O:6].[C:16]1([S+:22]([C:29]2[CH:34]=[CH:33][CH:32]=[CH:31][CH:30]=2)[C:23]2[CH:28]=[CH:27][CH:26]=[CH:25][CH:24]=2)[CH:21]=[CH:20][CH:19]=[CH:18][CH:17]=1.C(N(CC)CC)C.[C:42]12([C:52](Cl)=[O:53])[CH2:51][CH:46]3[CH2:47][CH:48]([CH2:50][CH:44]([CH2:45]3)[CH2:43]1)[CH2:49]2.